This data is from Forward reaction prediction with 1.9M reactions from USPTO patents (1976-2016). The task is: Predict the product of the given reaction. Given the reactants Cl[C:2]1[N:7]=[C:6]([C:8]2[CH:13]=[CH:12][CH:11]=[CH:10][CH:9]=2)[N:5]=[C:4]([NH2:14])[CH:3]=1.[NH2:15][CH2:16][CH2:17][NH:18][C:19](=[O:21])[CH3:20], predict the reaction product. The product is: [NH2:14][C:4]1[N:5]=[C:6]([C:8]2[CH:13]=[CH:12][CH:11]=[CH:10][CH:9]=2)[N:7]=[C:2]([NH:15][CH2:16][CH2:17][NH:18][C:19](=[O:21])[CH3:20])[CH:3]=1.